Dataset: Catalyst prediction with 721,799 reactions and 888 catalyst types from USPTO. Task: Predict which catalyst facilitates the given reaction. Reactant: [CH3:1][C:2]1[C:3](=[O:15])[NH:4][C:5]2[C:10]([C:11]=1[C:12]([OH:14])=O)=[CH:9][CH:8]=[CH:7][CH:6]=2.[C:16]1([NH:22][NH2:23])[CH:21]=[CH:20][CH:19]=[CH:18][CH:17]=1.C1C=CC2N(O)N=NC=2C=1.Cl.CN(C)CCCN=C=NCC. Product: [CH3:1][C:2]1[C:3](=[O:15])[NH:4][C:5]2[C:10]([C:11]=1[C:12]([NH:23][NH:22][C:16]1[CH:21]=[CH:20][CH:19]=[CH:18][CH:17]=1)=[O:14])=[CH:9][CH:8]=[CH:7][CH:6]=2. The catalyst class is: 3.